Dataset: Forward reaction prediction with 1.9M reactions from USPTO patents (1976-2016). Task: Predict the product of the given reaction. (1) Given the reactants Br[C:2]1[N:7]=[C:6]2[N:8]([CH3:20])[C:9]([C:11]3[CH:16]=[CH:15][CH:14]=[CH:13][C:12]=3[S:17][CH2:18][CH3:19])=[N:10][C:5]2=[CH:4][CH:3]=1.C(CC(=O)C)(=O)C.C(=O)([O-])[O-].[Cs+].[Cs+].[NH3:34].[Cl-].[NH4+], predict the reaction product. The product is: [NH2:34][C:3]1[CH:4]=[C:5]2[N:10]=[C:9]([C:11]3[CH:16]=[CH:15][CH:14]=[CH:13][C:12]=3[S:17][CH2:18][CH3:19])[N:8]([CH3:20])[C:6]2=[N:7][CH:2]=1. (2) Given the reactants C(OC([N:8]1[C:16]2[C:11](=[C:12]([NH:24][C:25]3[CH:30]=[CH:29][C:28]([Br:31])=[CH:27][C:26]=3[F:32])[C:13]([C:17]([O:19]C(C)(C)C)=[O:18])=[CH:14][CH:15]=2)[CH:10]=[N:9]1)=O)(C)(C)C.C(O)(C(F)(F)F)=O, predict the reaction product. The product is: [Br:31][C:28]1[CH:29]=[CH:30][C:25]([NH:24][C:12]2[C:13]([C:17]([OH:19])=[O:18])=[CH:14][CH:15]=[C:16]3[C:11]=2[CH:10]=[N:9][NH:8]3)=[C:26]([F:32])[CH:27]=1. (3) The product is: [F:5][C:6]1[C:11]([F:12])=[C:10]([N+:13]([O-:15])=[O:14])[CH:9]=[CH:8][C:7]=1[O:16][CH:2]([CH3:4])[CH3:3]. Given the reactants I[CH:2]([CH3:4])[CH3:3].[F:5][C:6]1[C:11]([F:12])=[C:10]([N+:13]([O-:15])=[O:14])[CH:9]=[CH:8][C:7]=1[OH:16].C([O-])([O-])=O.[K+].[K+].O, predict the reaction product. (4) Given the reactants [CH3:1][S:2](Cl)(=[O:4])=[O:3].[CH3:6][C:7]1[S:11][C:10]([CH2:12][OH:13])=[CH:9][CH:8]=1, predict the reaction product. The product is: [CH3:1][S:2]([O:13][CH2:12][C:10]1[S:11][C:7]([CH3:6])=[CH:8][CH:9]=1)(=[O:4])=[O:3]. (5) Given the reactants [CH:1]1([S:4]([C:7]2[CH:12]=[CH:11][C:10]([CH:13]([CH2:31][CH:32]3[CH2:37][CH2:36][O:35][CH2:34][CH2:33]3)[C:14](=O)[CH2:15][CH2:16][C:17]([C:19]3[S:20][C:21]([CH:24]([OH:29])[C:25]([OH:28])([CH3:27])[CH3:26])=[CH:22][N:23]=3)=O)=[CH:9][CH:8]=2)(=[O:6])=[O:5])[CH2:3][CH2:2]1.C([O-])(=O)C.[NH4+:42].[OH-].[Na+], predict the reaction product. The product is: [CH:1]1([S:4]([C:7]2[CH:8]=[CH:9][C:10]([CH:13]([C:14]3[NH:42][C:17]([C:19]4[S:20][C:21]([CH:24]([OH:29])[C:25]([CH3:27])([OH:28])[CH3:26])=[CH:22][N:23]=4)=[CH:16][CH:15]=3)[CH2:31][CH:32]3[CH2:37][CH2:36][O:35][CH2:34][CH2:33]3)=[CH:11][CH:12]=2)(=[O:6])=[O:5])[CH2:2][CH2:3]1. (6) Given the reactants [C@@H:1]1([C:10]2[C:11](=[O:16])[NH:12][CH:13]=[CH:14][CH:15]=2)[O:7][C@H:6]([CH2:8][OH:9])[C@@H:4]([OH:5])[C@H:2]1[OH:3].[I:17]I.[I-].[K+].C(=O)([O-])[O-].[Na+].[Na+], predict the reaction product. The product is: [C@@H:1]1([C:10]2[C:11](=[O:16])[NH:12][CH:13]=[C:14]([I:17])[CH:15]=2)[O:7][C@H:6]([CH2:8][OH:9])[C@@H:4]([OH:5])[C@H:2]1[OH:3]. (7) The product is: [C:19]([C:15]1[CH:14]=[C:13]([C:11]2[NH:10][C:9]3[CH:8]=[CH:7][C:6]([C:23]4[CH:28]=[CH:27][CH:26]=[CH:25][C:24]=4[O:29][CH:30]([F:32])[F:31])=[CH:5][C:4]=3[N:1]=2)[N:17]([CH3:18])[N:16]=1)([CH3:22])([CH3:21])[CH3:20]. Given the reactants [N+:1]([C:4]1[CH:5]=[C:6]([C:23]2[CH:28]=[CH:27][CH:26]=[CH:25][C:24]=2[O:29][CH:30]([F:32])[F:31])[CH:7]=[CH:8][C:9]=1[NH:10][C:11]([C:13]1[N:17]([CH3:18])[N:16]=[C:15]([C:19]([CH3:22])([CH3:21])[CH3:20])[CH:14]=1)=O)([O-])=O.[NH4+].[Cl-].CC1(C)C2(CS(O)(=O)=O)C(CC1CC2)=O.C([O-])(O)=O.[Na+], predict the reaction product.